This data is from Reaction yield outcomes from USPTO patents with 853,638 reactions. The task is: Predict the reaction yield, written as a fraction of the theoretical maximum amount of product (1.0 means a 100% yield; for example, 0.34 means a 34% yield). (1) The reactants are [CH3:1][C:2]1[N:7]=[C:6]([SH:8])[N:5]=[C:4]([OH:9])[CH:3]=1.C(=O)([O-])[O-].[K+].[K+].Br[CH2:17][C:18]1[N:22]2[CH:23]=[CH:24][CH:25]=[CH:26][C:21]2=[N:20][C:19]=1[Cl:27]. The catalyst is CN(C=O)C. The product is [Cl:27][C:19]1[N:20]=[C:21]2[CH:26]=[CH:25][CH:24]=[CH:23][N:22]2[C:18]=1[CH2:17][S:8][C:6]1[N:5]=[C:4]([OH:9])[CH:3]=[C:2]([CH3:1])[N:7]=1. The yield is 0.150. (2) No catalyst specified. The reactants are [CH2:1]([NH:4][C:5]1[N:10]=[C:9]([NH:11][CH2:12][CH2:13][CH3:14])[N:8]=[C:7]([NH:15][CH2:16][C:17]#[CH:18])[N:6]=1)[CH2:2][CH3:3].[OH:19][S:20]([OH:23])(=[O:22])=[O:21].S(O)(O)(=O)=O.CN(C)C1N=C(NCCC)N=C(NCC#C)N=1.CN(C)C1N=C(NCCC)N=C(NCC#C)N=1. The yield is 0.840. The product is [S:20]([OH:23])([OH:22])(=[O:21])=[O:19].[CH2:1]([NH:4][C:5]1[N:6]=[C:7]([NH:15][CH2:16][CH2:17][CH3:18])[N:8]=[C:9]([NH:11][CH2:12][C:13]#[CH:14])[N:10]=1)[CH2:2][CH3:3].[CH2:1]([NH:4][C:5]1[N:6]=[C:7]([NH:15][CH2:16][CH2:17][CH3:18])[N:8]=[C:9]([NH:11][CH2:12][C:13]#[CH:14])[N:10]=1)[CH2:2][CH3:3]. (3) The reactants are Cl[C:2]1[N:7]=[N:6][C:5]([CH2:8][CH:9]2[CH2:14][CH2:13][N:12]([C:15]([O:17][C:18]([CH3:21])([CH3:20])[CH3:19])=[O:16])[CH2:11][CH2:10]2)=[CH:4][CH:3]=1.[CH3:22][O:23][C:24]1[C:25](B(O)O)=[CH:26][C:27]2[C:32]([CH:33]=1)=[CH:31][CH:30]=[CH:29][CH:28]=2. No catalyst specified. The product is [CH3:22][O:23][C:24]1[C:25]([C:2]2[N:7]=[N:6][C:5]([CH2:8][CH:9]3[CH2:14][CH2:13][N:12]([C:15]([O:17][C:18]([CH3:21])([CH3:20])[CH3:19])=[O:16])[CH2:11][CH2:10]3)=[CH:4][CH:3]=2)=[CH:26][C:27]2[C:32]([CH:33]=1)=[CH:31][CH:30]=[CH:29][CH:28]=2. The yield is 0.450. (4) The reactants are [O:1]1[CH2:6][CH2:5][N:4]([C:7]2[CH:16]=[CH:15][C:14]3[C:9](=[C:10]([OH:17])[CH:11]=[CH:12][CH:13]=3)[N:8]=2)[CH2:3][CH2:2]1.Br[CH2:19][C:20]([O:22][CH2:23][CH3:24])=[O:21].C([O-])([O-])=O.[K+].[K+]. The catalyst is CC#N. The product is [O:1]1[CH2:6][CH2:5][N:4]([C:7]2[CH:16]=[CH:15][C:14]3[C:9](=[C:10]([O:17][CH2:19][C:20]([O:22][CH2:23][CH3:24])=[O:21])[CH:11]=[CH:12][CH:13]=3)[N:8]=2)[CH2:3][CH2:2]1. The yield is 0.900. (5) The reactants are [C:1]1([N:11]2[C:15](=[S:16])[N:14]=[N:13][NH:12]2)[C:10]2[C:5](=[CH:6][CH:7]=[CH:8][CH:9]=2)[CH:4]=[CH:3][CH:2]=1.[Cl:17][C:18]1[CH:23]=[CH:22][CH:21]=[CH:20][C:19]=1[CH2:24][CH:25]1[O:27][CH2:26]1.CCN(CC)CC. The catalyst is CO. The product is [Cl:17][C:18]1[CH:23]=[CH:22][CH:21]=[CH:20][C:19]=1[CH2:24][CH:25]([OH:27])[CH2:26][S:16][C:15]1[N:11]([C:1]2[C:10]3[C:5](=[CH:6][CH:7]=[CH:8][CH:9]=3)[CH:4]=[CH:3][CH:2]=2)[N:12]=[N:13][N:14]=1. The yield is 0.140. (6) The reactants are [NH2:1][C:2]1[C:7]([NH2:8])=[CH:6][C:5]([Br:9])=[CH:4][N:3]=1.[CH:10](O)=O. No catalyst specified. The product is [Br:9][C:5]1[CH:6]=[C:7]2[N:8]=[CH:10][NH:1][C:2]2=[N:3][CH:4]=1. The yield is 0.960. (7) The yield is 0.550. The product is [NH2:23][C:22]1[N:1]([C:3]2[CH:4]=[C:5]([CH:11]=[CH:12][C:13]=2[CH3:14])[C:6]([NH:8][O:9][CH3:10])=[O:7])[N:2]=[CH:24][C:21]=1[C:19](=[O:20])[C:18]1[CH:32]=[CH:33][CH:34]=[C:16]([I:15])[CH:17]=1. The reactants are [NH:1]([C:3]1[CH:4]=[C:5]([CH:11]=[CH:12][C:13]=1[CH3:14])[C:6]([NH:8][O:9][CH3:10])=[O:7])[NH2:2].[I:15][C:16]1[CH:17]=[C:18]([CH:32]=[CH:33][CH:34]=1)[C:19]([C:21](=[CH:24]NC1C=CC=CC=1)[C:22]#[N:23])=[O:20].CCOC(C)=O. The catalyst is CCO.